From a dataset of Full USPTO retrosynthesis dataset with 1.9M reactions from patents (1976-2016). Predict the reactants needed to synthesize the given product. The reactants are: [N+:1]([C:4]1[CH:12]=[CH:11][CH:10]=[C:9]2[C:5]=1[CH:6]=[N:7][NH:8]2)([O-])=O.I[CH2:14][CH3:15]. Given the product [CH2:14]([N:7]1[CH:6]=[C:5]2[C:9]([CH:10]=[CH:11][CH:12]=[C:4]2[NH2:1])=[N:8]1)[CH3:15], predict the reactants needed to synthesize it.